This data is from Peptide-MHC class II binding affinity with 134,281 pairs from IEDB. The task is: Regression. Given a peptide amino acid sequence and an MHC pseudo amino acid sequence, predict their binding affinity value. This is MHC class II binding data. (1) The peptide sequence is KIMRKLVRKLHHKLK. The MHC is DRB1_0101 with pseudo-sequence DRB1_0101. The binding affinity (normalized) is 0.641. (2) The peptide sequence is GELQIVDKIDAAFFI. The MHC is DRB1_1501 with pseudo-sequence DRB1_1501. The binding affinity (normalized) is 0.323. (3) The peptide sequence is GEGIPLYDAIKCMRT. The MHC is DRB1_0301 with pseudo-sequence DRB1_0301. The binding affinity (normalized) is 0.329. (4) The MHC is DRB1_1101 with pseudo-sequence DRB1_1101. The peptide sequence is LIEDYFEALSLQLSG. The binding affinity (normalized) is 0.632. (5) The peptide sequence is PTKWDNSFLEI. The MHC is DRB1_0301 with pseudo-sequence DRB1_0301. The binding affinity (normalized) is 0.00989.